Task: Predict the reactants needed to synthesize the given product.. Dataset: Full USPTO retrosynthesis dataset with 1.9M reactions from patents (1976-2016) (1) Given the product [CH2:67]([O:66][C:64](=[O:65])[C:63]([CH3:70])([CH3:69])[NH:62][C:42](=[O:43])[C:41]1[CH:45]=[CH:46][CH:47]=[C:39]([C:30]2[C:31]3[C:26](=[CH:25][C:24]([O:23][CH2:21][CH3:22])=[C:33]4[O:34][C:35]([CH3:38])([CH3:37])[CH2:36][C:32]4=3)[CH2:27][C:28]([CH3:49])([CH3:48])[N:29]=2)[CH:40]=1)[CH3:68], predict the reactants needed to synthesize it. The reactants are: C(N(CC)CC)C.Cl.C(N=C=NCCCN(C)C)C.Cl.[CH2:21]([O:23][C:24]1[CH:25]=[C:26]2[C:31](=[C:32]3[CH2:36][C:35]([CH3:38])([CH3:37])[O:34][C:33]=13)[C:30]([C:39]1[CH:40]=[C:41]([CH:45]=[CH:46][CH:47]=1)[C:42](O)=[O:43])=[N:29][C:28]([CH3:49])([CH3:48])[CH2:27]2)[CH3:22].O.ON1C2C=CC=CC=2N=N1.Cl.[NH2:62][C:63]([CH3:70])([CH3:69])[C:64]([O:66][CH2:67][CH3:68])=[O:65]. (2) Given the product [F:2][C:3]1[CH:17]=[CH:16][C:6]2[C:7]([CH:10]3[CH2:11][CH2:12][N:13]([CH2:19][CH2:20][C:21]4[C:26](=[O:27])[N:25]5[CH2:28][CH2:29][CH2:30][CH2:31][C:24]5=[N:23][C:22]=4[CH3:32])[CH2:14][CH2:15]3)=[N:8][O:9][C:5]=2[CH:4]=1, predict the reactants needed to synthesize it. The reactants are: Cl.[F:2][C:3]1[CH:17]=[CH:16][C:6]2[C:7]([CH:10]3[CH2:15][CH2:14][NH:13][CH2:12][CH2:11]3)=[N:8][O:9][C:5]=2[CH:4]=1.Cl[CH2:19][CH2:20][C:21]1[C:26](=[O:27])[N:25]2[CH2:28][CH2:29][CH2:30][CH2:31][C:24]2=[N:23][C:22]=1[CH3:32].C(=O)([O-])[O-].C(=O)([O-])[O-].[Na+].[Na+].C(=O)([O-])[O-].[K+].[K+]. (3) The reactants are: [CH3:1][C@H:2]1[O:7][C@@H:6]([CH3:8])[CH2:5][N:4]([CH2:9][CH2:10][CH2:11][O:12][C:13]2[CH:14]=[CH:15][C:16]3[C:17]4[N:18]([CH2:26][CH2:27][N:28]=4)[C:19]([NH2:25])=[N:20][C:21]=3[C:22]=2[O:23][CH3:24])[CH2:3]1.[C:29](O)(=[O:36])[C:30]1[CH:35]=[CH:34][CH:33]=[N:32][CH:31]=1.C1CN([P+](ON2N=NC3C=CC=CC2=3)(N2CCCC2)N2CCCC2)CC1.F[P-](F)(F)(F)(F)F.C(N(C(C)C)CC)(C)C. Given the product [CH3:1][C@H:2]1[O:7][C@@H:6]([CH3:8])[CH2:5][N:4]([CH2:9][CH2:10][CH2:11][O:12][C:13]2[CH:14]=[CH:15][C:16]3[C:17]4[N:18]([CH2:26][CH2:27][N:28]=4)[C:19]([NH:25][C:29](=[O:36])[C:30]4[CH:35]=[CH:34][CH:33]=[N:32][CH:31]=4)=[N:20][C:21]=3[C:22]=2[O:23][CH3:24])[CH2:3]1, predict the reactants needed to synthesize it. (4) Given the product [S:34]1[CH:35]=[CH:36][CH:37]=[C:33]1[CH2:32][NH:31][C:22]([C:21]1[C:20]([CH2:19][CH2:18][CH2:17][CH2:16][C:12]2[CH:13]=[CH:14][CH:15]=[C:10]([C:9]([F:8])([F:30])[F:29])[CH:11]=2)=[N:28][CH:27]=[CH:26][CH:25]=1)=[O:24], predict the reactants needed to synthesize it. The reactants are: CCN(CC)CC.[F:8][C:9]([F:30])([F:29])[C:10]1[CH:11]=[C:12]([CH2:16][CH2:17][CH2:18][CH2:19][C:20]2[N:28]=[CH:27][CH:26]=[CH:25][C:21]=2[C:22]([OH:24])=O)[CH:13]=[CH:14][CH:15]=1.[NH2:31][CH2:32][C:33]1[S:34][CH:35]=[CH:36][CH:37]=1.CN(C(ON1N=NC2C=CC=NC1=2)=[N+](C)C)C.F[P-](F)(F)(F)(F)F. (5) Given the product [C:35]([C:15]1[CH:14]=[N:13][N:12]2[CH:38]=[C:9]([C:6]3[CH:7]=[N:8][C:3]([CH2:2][NH:1][C:42](=[O:43])[CH2:41][O:40][CH3:39])=[CH:4][CH:5]=3)[CH:10]=[C:11]2[C:16]=1[NH:17][C@H:18]1[C@@H:22]([CH2:23][CH3:24])[CH2:21][N:20]([C:25]([O:27][CH2:28][C:29]2[CH:30]=[CH:31][CH:32]=[CH:33][CH:34]=2)=[O:26])[CH2:19]1)(=[O:37])[NH2:36], predict the reactants needed to synthesize it. The reactants are: [NH2:1][CH2:2][C:3]1[N:8]=[CH:7][C:6]([C:9]2[CH:10]=[C:11]3[C:16]([NH:17][C@H:18]4[C@@H:22]([CH2:23][CH3:24])[CH2:21][N:20]([C:25]([O:27][CH2:28][C:29]5[CH:34]=[CH:33][CH:32]=[CH:31][CH:30]=5)=[O:26])[CH2:19]4)=[C:15]([C:35](=[O:37])[NH2:36])[CH:14]=[N:13][N:12]3[CH:38]=2)=[CH:5][CH:4]=1.[CH3:39][O:40][CH2:41][C:42](O)=[O:43].F[P-](F)(F)(F)(F)F.N1(O[P+](N(C)C)(N(C)C)N(C)C)C2C=CC=CC=2N=N1.C(N(C(C)C)CC)(C)C.